Dataset: Full USPTO retrosynthesis dataset with 1.9M reactions from patents (1976-2016). Task: Predict the reactants needed to synthesize the given product. (1) Given the product [CH2:11]([O:10][C:8](=[O:9])[C:7]([CH3:14])([C:1]1[CH:6]=[CH:5][CH:4]=[CH:3][CH:2]=1)[CH2:26][CH2:25][CH2:24][Br:23])[CH3:12], predict the reactants needed to synthesize it. The reactants are: [C:1]1([CH2:7][C:8]([O:10][CH2:11][CH3:12])=[O:9])[CH:6]=[CH:5][CH:4]=[CH:3][CH:2]=1.[Li+].[CH3:14]C([N-]C(C)C)C.CI.[Br:23][CH2:24][CH2:25][CH2:26]Br.[NH4+].[Cl-]. (2) The reactants are: Cl[C:2]1[CH:7]=[C:6]([N:8]2[CH2:12][CH2:11][CH2:10][C@H:9]2[C:13]([F:16])([F:15])[F:14])[N:5]=[C:4]([NH:17][CH3:18])[N:3]=1.[C:19]([C:21]1[C:26]([F:27])=[CH:25][C:24](B(O)O)=[CH:23][C:22]=1[F:31])#[N:20].C([O-])(O)=O.[Na+]. Given the product [F:27][C:26]1[CH:25]=[C:24]([C:2]2[CH:7]=[C:6]([N:8]3[CH2:12][CH2:11][CH2:10][C@H:9]3[C:13]([F:16])([F:15])[F:14])[N:5]=[C:4]([NH:17][CH3:18])[N:3]=2)[CH:23]=[C:22]([F:31])[C:21]=1[C:19]#[N:20], predict the reactants needed to synthesize it. (3) Given the product [CH:30]1([C:26]2[N:25]=[C:24]([CH2:23][N:18]3[C:19]4[C:15](=[C:14]([NH:13][C:11]([C:8]5[N:5]6[CH:6]=[CH:7][C:2]([O:44][CH2:43][CH2:42][N:37]7[CH2:38][CH2:39][N:40]([CH3:41])[C@@H:35]([CH3:34])[CH2:36]7)=[CH:3][C:4]6=[N:10][CH:9]=5)=[O:12])[CH:22]=[CH:21][CH:20]=4)[C:16]([CH3:33])=[N:17]3)[CH:29]=[CH:28][CH:27]=2)[CH2:32][CH2:46][CH2:45][CH2:31]1, predict the reactants needed to synthesize it. The reactants are: Cl[C:2]1[CH:7]=[CH:6][N:5]2[C:8]([C:11]([NH:13][C:14]3[CH:22]=[CH:21][CH:20]=[C:19]4[C:15]=3[C:16]([CH3:33])=[N:17][N:18]4[CH2:23][C:24]3[CH:29]=[CH:28][CH:27]=[C:26]([CH:30]([CH3:32])[CH3:31])[N:25]=3)=[O:12])=[CH:9][N:10]=[C:4]2[CH:3]=1.[CH3:34][C@@H:35]1[N:40]([CH3:41])[CH2:39][CH2:38][N:37]([CH2:42][CH2:43][OH:44])[CH2:36]1.[CH3:45][C@H:46]1N(C)[C@@H](C)CN(CCO)C1. (4) Given the product [N:40]1([S:45]([N:15]2[C:16]3[CH:17]=[CH:18][C:10]([C:8]([N:5]4[CH2:6][CH2:7][CH:2]([CH3:1])[CH2:3][CH2:4]4)=[O:9])=[CH:11][C:12]=3[C:13]3[CH2:22][N:21]([C:23]([O:25][C:26]([CH3:28])([CH3:27])[CH3:29])=[O:24])[CH2:20][CH2:19][C:14]2=3)(=[O:47])=[O:46])[CH:44]=[CH:43][N:42]=[CH:41]1, predict the reactants needed to synthesize it. The reactants are: [CH3:1][CH:2]1[CH2:7][CH2:6][N:5]([C:8]([C:10]2[CH:18]=[CH:17][C:16]3[NH:15][C:14]4[CH2:19][CH2:20][N:21]([C:23]([O:25][C:26]([CH3:29])([CH3:28])[CH3:27])=[O:24])[CH2:22][C:13]=4[C:12]=3[CH:11]=2)=[O:9])[CH2:4][CH2:3]1.[H-].[Na+].[O-]S(C(F)(F)F)(=O)=O.[N:40]1([S:45](N2C=C[N+](C)=C2)(=[O:47])=[O:46])[CH:44]=[CH:43][N:42]=[CH:41]1. (5) Given the product [CH2:1]([O:4][N:5]=[C:6]1[CH2:10][N:9]([C:11](=[O:13])[CH2:25][CH2:24][CH2:23][N:22]([CH3:29])[CH3:21])[C@H:8]([C:18]([NH:41][CH2:40][C:30]2[C:39]3[C:34](=[CH:35][CH:36]=[CH:37][CH:38]=3)[CH:33]=[CH:32][CH:31]=2)=[O:20])[CH2:7]1)[CH:2]=[CH2:3], predict the reactants needed to synthesize it. The reactants are: [CH2:1]([O:4][N:5]=[C:6]1[CH2:10][N:9]([C:11]([O:13]C(C)(C)C)=O)[C@H:8]([C:18]([OH:20])=O)[CH2:7]1)[CH:2]=[CH2:3].[CH3:21][N:22]([CH3:29])[CH2:23][CH2:24][CH2:25]C(Cl)=O.[C:30]1([CH2:40][NH2:41])[C:39]2[C:34](=[CH:35][CH:36]=[CH:37][CH:38]=2)[CH:33]=[CH:32][CH:31]=1. (6) Given the product [Cl:14][C:15]1[CH:22]=[CH:21][CH:20]=[C:19]([Cl:23])[C:16]=1[CH:17]1[C:6]2[C:5](=[CH:4][C:3]([O:2][CH3:1])=[C:8]([O:9][CH3:10])[CH:7]=2)[CH2:11][C:12](=[O:24])[NH:13]1, predict the reactants needed to synthesize it. The reactants are: [CH3:1][O:2][C:3]1[CH:4]=[C:5]([CH2:11][C:12]#[N:13])[CH:6]=[CH:7][C:8]=1[O:9][CH3:10].[Cl:14][C:15]1[CH:22]=[CH:21][CH:20]=[C:19]([Cl:23])[C:16]=1[CH:17]=O.[OH-:24].[NH4+]. (7) Given the product [CH2:1]([N:8]1[CH2:9][CH2:10][C:23](=[O:19])[C:22]([CH3:21])([CH3:18])[CH2:13]1)[C:2]1[CH:7]=[CH:6][CH:5]=[CH:4][CH:3]=1, predict the reactants needed to synthesize it. The reactants are: [CH2:1]([N:8]1[CH2:13]CC(=O)[CH2:10][CH2:9]1)[C:2]1[CH:7]=[CH:6][CH:5]=[CH:4][CH:3]=1.[H-].[Na+].I[CH3:18].[O:19]1[CH2:23][CH2:22][CH2:21]C1.